Task: Regression. Given two drug SMILES strings and cell line genomic features, predict the synergy score measuring deviation from expected non-interaction effect.. Dataset: NCI-60 drug combinations with 297,098 pairs across 59 cell lines (1) Drug 1: CC12CCC(CC1=CCC3C2CCC4(C3CC=C4C5=CN=CC=C5)C)O. Drug 2: CC(CN1CC(=O)NC(=O)C1)N2CC(=O)NC(=O)C2. Cell line: SK-MEL-28. Synergy scores: CSS=7.18, Synergy_ZIP=-3.23, Synergy_Bliss=1.17, Synergy_Loewe=-0.791, Synergy_HSA=-0.521. (2) Drug 1: C1CCC(C1)C(CC#N)N2C=C(C=N2)C3=C4C=CNC4=NC=N3. Drug 2: CCCCCOC(=O)NC1=NC(=O)N(C=C1F)C2C(C(C(O2)C)O)O. Cell line: EKVX. Synergy scores: CSS=1.49, Synergy_ZIP=1.75, Synergy_Bliss=-0.251, Synergy_Loewe=-20.0, Synergy_HSA=-3.31.